Dataset: Full USPTO retrosynthesis dataset with 1.9M reactions from patents (1976-2016). Task: Predict the reactants needed to synthesize the given product. (1) The reactants are: C(=O)([O-])[O-].[K+].[K+].[CH2:7](I)[CH3:8].CS(C)=O.Br.[Br:15][C:16]1[CH:17]=[N:18][C:19]([OH:22])=[N:20][CH:21]=1. Given the product [Br:15][C:16]1[CH:17]=[N:18][C:19](=[O:22])[N:20]([CH2:7][CH3:8])[CH:21]=1, predict the reactants needed to synthesize it. (2) Given the product [S:10]1[CH:11]=[C:12]([C:14]2[CH:15]=[C:16]([OH:20])[CH:17]=[CH:18][CH:19]=2)[N:13]=[C:9]1[C:5]1[CH:4]=[C:3]([OH:2])[CH:8]=[CH:7][CH:6]=1, predict the reactants needed to synthesize it. The reactants are: C[O:2][C:3]1[CH:4]=[C:5]([C:9]2[S:10][CH:11]=[C:12]([C:14]3[CH:19]=[CH:18][CH:17]=[C:16]([O:20]C)[CH:15]=3)[N:13]=2)[CH:6]=[CH:7][CH:8]=1. (3) Given the product [F:55][CH:56]1[CH2:61][CH2:60][N:59]([CH2:62][C:63]2[CH:64]=[C:65]3[C:70](=[CH:71][CH:72]=2)[C@H:69]([NH:73][C:30](=[O:32])[CH2:29][CH:21]2[N:20]([S:10]([C:13]4[CH:19]=[CH:18][C:16]([CH3:17])=[CH:15][CH:14]=4)(=[O:11])=[O:12])[CH2:25][CH2:24][N:23]4[CH:26]=[CH:27][CH:28]=[C:22]24)[CH2:68][CH2:67][CH2:66]3)[CH2:58][CH2:57]1, predict the reactants needed to synthesize it. The reactants are: CCN(C(C)C)C(C)C.[S:10]([N:20]1[CH2:25][CH2:24][N:23]2[CH:26]=[CH:27][CH:28]=[C:22]2[CH:21]1[CH2:29][C:30]([OH:32])=O)([C:13]1[CH:19]=[CH:18][C:16]([CH3:17])=[CH:15][CH:14]=1)(=[O:12])=[O:11].CCN=C=NCCCN(C)C.Cl.C1C=CC2N(O)N=NC=2C=1.[F:55][CH:56]1[CH2:61][CH2:60][N:59]([CH2:62][C:63]2[CH:64]=[C:65]3[C:70](=[CH:71][CH:72]=2)[CH:69]([NH2:73])[CH2:68][CH2:67][CH2:66]3)[CH2:58][CH2:57]1. (4) Given the product [N:20]1([CH2:21][CH2:22][NH:18][C:16]([N:8]2[CH2:7][CH2:6][C:5]3[C:10](=[CH:11][CH:12]=[C:13]([O:14][CH3:15])[C:4]=3[CH:2]=[O:3])[CH2:9]2)=[O:17])[CH2:23][CH2:28][O:27][CH2:26][CH2:19]1, predict the reactants needed to synthesize it. The reactants are: [I-].[CH:2]([C:4]1[C:13]([O:14][CH3:15])=[CH:12][CH:11]=[C:10]2[C:5]=1[CH2:6][CH2:7][N:8]([C:16]([N:18]1[CH:22]=[CH:21][N+:20]([CH3:23])=[CH:19]1)=[O:17])[CH2:9]2)=[O:3].N1(CCN)C[CH2:28][O:27][CH2:26]C1.C(N(CC)CC)C. (5) Given the product [NH2:35][C:33]1[N:34]=[C:29]([CH:15]([C:13]2[N:14]=[C:9]([NH2:8])[CH:10]=[CH:11][CH:12]=2)[CH:16]([C:17]2[CH:18]=[N:19][CH:20]=[CH:21][CH:22]=2)[C:12]2[CH:13]=[N:14][CH:9]=[CH:43][CH:45]=2)[CH:30]=[CH:31][CH:32]=1, predict the reactants needed to synthesize it. The reactants are: C(OC([NH:8][C:9]1[N:14]=[C:13]([CH:15]([C:29]2[N:34]=[C:33]([NH:35]C(=O)OC(C)(C)C)[CH:32]=[CH:31][CH:30]=2)[CH:16](C2C=CC=CN=2)[C:17]2[CH:18]=[N:19][CH:20]=[CH:21][CH:22]=2)[CH:12]=[CH:11][CH:10]=1)=O)(C)(C)C.[C:43](O)([C:45](F)(F)F)=O.